Dataset: NCI-60 drug combinations with 297,098 pairs across 59 cell lines. Task: Regression. Given two drug SMILES strings and cell line genomic features, predict the synergy score measuring deviation from expected non-interaction effect. Drug 2: CC1=C2C(C(=O)C3(C(CC4C(C3C(C(C2(C)C)(CC1OC(=O)C(C(C5=CC=CC=C5)NC(=O)C6=CC=CC=C6)O)O)OC(=O)C7=CC=CC=C7)(CO4)OC(=O)C)O)C)OC(=O)C. Drug 1: C1=CC(=CC=C1CCCC(=O)O)N(CCCl)CCCl. Cell line: RPMI-8226. Synergy scores: CSS=80.9, Synergy_ZIP=1.97, Synergy_Bliss=1.53, Synergy_Loewe=-1.49, Synergy_HSA=2.47.